From a dataset of Forward reaction prediction with 1.9M reactions from USPTO patents (1976-2016). Predict the product of the given reaction. Given the reactants Cl[CH:2]([C:10]1[CH:15]=[CH:14][C:13]([F:16])=[CH:12][CH:11]=1)[CH:3]1[CH2:8][CH2:7][N:6]([CH3:9])[CH2:5][CH2:4]1.N1CCNCC1.C([O-])([O-])=[O:24].[K+].[K+], predict the reaction product. The product is: [F:16][C:13]1[CH:14]=[CH:15][C:10]([C:2]([CH:3]2[CH2:8][CH2:7][N:6]([CH3:9])[CH2:5][CH2:4]2)=[O:24])=[CH:11][CH:12]=1.